Dataset: Full USPTO retrosynthesis dataset with 1.9M reactions from patents (1976-2016). Task: Predict the reactants needed to synthesize the given product. Given the product [OH:9][C:10]1[CH:11]=[C:12]([C:33]#[N:34])[C:13]2[O:17][C:16]([C:18]3[CH:19]=[CH:20][C:21]([OH:24])=[CH:22][CH:23]=3)=[C:15]([C:26]3[CH:31]=[CH:30][CH:29]=[CH:28][CH:27]=3)[C:14]=2[CH:32]=1, predict the reactants needed to synthesize it. The reactants are: B(Br)(Br)Br.C(Cl)Cl.C[O:9][C:10]1[CH:11]=[C:12]([C:33]#[N:34])[C:13]2[O:17][C:16]([C:18]3[CH:23]=[CH:22][C:21]([O:24]C)=[CH:20][CH:19]=3)=[C:15]([C:26]3[CH:31]=[CH:30][CH:29]=[CH:28][CH:27]=3)[C:14]=2[CH:32]=1.